Dataset: Full USPTO retrosynthesis dataset with 1.9M reactions from patents (1976-2016). Task: Predict the reactants needed to synthesize the given product. (1) Given the product [CH3:29][N:30]([CH3:40])[C:31]1[N:32]([C:2]2[N:10]=[C:9]3[C:5]([N:6]=[C:7]([CH2:12][N:13]4[CH2:14][CH2:15][CH:16]([C:19]([OH:22])([CH3:20])[CH3:21])[CH2:17][CH2:18]4)[N:8]3[CH3:11])=[C:4]([N:23]3[CH2:24][CH2:25][O:26][CH2:27][CH2:28]3)[N:3]=2)[C:33]2[CH:39]=[CH:38][CH:37]=[CH:36][C:34]=2[N:35]=1, predict the reactants needed to synthesize it. The reactants are: Cl[C:2]1[N:10]=[C:9]2[C:5]([N:6]=[C:7]([CH2:12][N:13]3[CH2:18][CH2:17][CH:16]([C:19]([OH:22])([CH3:21])[CH3:20])[CH2:15][CH2:14]3)[N:8]2[CH3:11])=[C:4]([N:23]2[CH2:28][CH2:27][O:26][CH2:25][CH2:24]2)[N:3]=1.[CH3:29][N:30]([CH3:40])[C:31]1[NH:35][C:34]2[CH:36]=[CH:37][CH:38]=[CH:39][C:33]=2[N:32]=1. (2) The reactants are: Cl.[N+:2]([C:5]1[CH:6]=[N:7][N:8]([CH2:10][CH2:11][NH2:12])[CH:9]=1)([O-:4])=[O:3].C(N(CC)CC)C.[C:20](Cl)(=[O:22])[CH3:21].O. Given the product [N+:2]([C:5]1[CH:6]=[N:7][N:8]([CH2:10][CH2:11][NH:12][C:20](=[O:22])[CH3:21])[CH:9]=1)([O-:4])=[O:3], predict the reactants needed to synthesize it. (3) Given the product [ClH:30].[F:22][C:16]1[CH:17]=[CH:18][CH:19]=[C:20]([F:21])[C:15]=1[N:8]1[C:9]2[CH:14]=[CH:13][CH:12]=[CH:11][C:10]=2[N:6]([CH2:5][CH2:4][CH2:3][CH2:2][NH:29][CH:25]2[CH2:28][CH2:27][CH2:26]2)[S:7]1(=[O:24])=[O:23], predict the reactants needed to synthesize it. The reactants are: Br[CH2:2][CH2:3][CH2:4][CH2:5][N:6]1[C:10]2[CH:11]=[CH:12][CH:13]=[CH:14][C:9]=2[N:8]([C:15]2[C:20]([F:21])=[CH:19][CH:18]=[CH:17][C:16]=2[F:22])[S:7]1(=[O:24])=[O:23].[CH:25]1([NH2:29])[CH2:28][CH2:27][CH2:26]1.[ClH:30]. (4) The reactants are: [OH:1][C@@H:2]([CH3:35])[CH2:3][O:4][NH:5][C:6]([C:8]1[C:9]([NH:26][C:27]2[CH:32]=[CH:31][C:30]([I:33])=[CH:29][C:28]=2[F:34])=[C:10]2[CH:16]=[N:15][N:14](CC3C=CC(OC)=CC=3)[C:11]2=[N:12][CH:13]=1)=[O:7]. Given the product [OH:1][C@@H:2]([CH3:35])[CH2:3][O:4][NH:5][C:6]([C:8]1[C:9]([NH:26][C:27]2[CH:32]=[CH:31][C:30]([I:33])=[CH:29][C:28]=2[F:34])=[C:10]2[CH:16]=[N:15][NH:14][C:11]2=[N:12][CH:13]=1)=[O:7], predict the reactants needed to synthesize it. (5) Given the product [F:19][C:18]1[C:13]([C:4]2[N:3]=[C:2]([N:21]3[CH2:26][CH2:25][NH:24][CH2:23][CH2:22]3)[C:11]3[C:6](=[CH:7][C:8]([CH3:12])=[CH:9][CH:10]=3)[N:5]=2)=[C:14]([OH:20])[CH:15]=[CH:16][CH:17]=1, predict the reactants needed to synthesize it. The reactants are: Cl[C:2]1[C:11]2[C:6](=[CH:7][C:8]([CH3:12])=[CH:9][CH:10]=2)[N:5]=[C:4]([C:13]2[C:18]([F:19])=[CH:17][CH:16]=[CH:15][C:14]=2[OH:20])[N:3]=1.[NH:21]1[CH2:26][CH2:25][NH:24][CH2:23][CH2:22]1.C(N(CC)CC)C. (6) Given the product [CH3:26][N:25]([CH3:27])[C:22]1[CH:21]=[CH:20][C:19]([C:17]2[CH:18]=[C:13]3[C:12]([C:28]#[N:29])=[CH:11][NH:10][C:14]3=[N:15][CH:16]=2)=[CH:24][CH:23]=1, predict the reactants needed to synthesize it. The reactants are: C1(S([N:10]2[C:14]3=[N:15][CH:16]=[C:17]([C:19]4[CH:24]=[CH:23][C:22]([N:25]([CH3:27])[CH3:26])=[CH:21][CH:20]=4)[CH:18]=[C:13]3[C:12]([C:28]#[N:29])=[CH:11]2)(=O)=O)C=CC=CC=1.[OH-].[Na+]. (7) Given the product [NH:11]1[C:10]2[C:5](=[N:6][CH:7]=[CH:8][CH:9]=2)[CH:4]=[CH:3]1, predict the reactants needed to synthesize it. The reactants are: CN(C)[CH:3]=[CH:4][C:5]1[C:10]([N+:11]([O-])=O)=[CH:9][CH:8]=[CH:7][N:6]=1.Cl.CO.C(Cl)Cl. (8) Given the product [CH3:8][C:5]1([CH3:9])[CH2:6][CH2:7][C:2]([C:10]2[C:11]([NH2:16])=[N:12][CH:13]=[CH:14][CH:15]=2)=[CH:3][CH2:4]1, predict the reactants needed to synthesize it. The reactants are: O[C:2]1([C:10]2[C:11]([NH:16]C(=O)C(C)(C)C)=[N:12][CH:13]=[CH:14][CH:15]=2)[CH2:7][CH2:6][C:5]([CH3:9])([CH3:8])[CH2:4][CH2:3]1.[OH-].[Na+]. (9) The reactants are: O=[C:2]1[CH2:6][CH2:5][CH2:4][CH:3]1[C:7]([O:9]CC)=O.[NH2:12][C:13]([NH2:15])=[O:14]. Given the product [NH:12]1[C:2]2[CH2:6][CH2:5][CH2:4][C:3]=2[C:7](=[O:9])[NH:15][C:13]1=[O:14], predict the reactants needed to synthesize it. (10) The reactants are: [NH2:1][CH:2]1[C:8](=[O:9])[N:7](CC2C=CC(OC)=CC=2)[C:6]2[CH:19]=[CH:20][CH:21]=[CH:22][C:5]=2[C:4]([C:23]2[C:28]([Cl:29])=[CH:27][C:26]([Cl:30])=[CH:25][C:24]=2[Cl:31])=[N:3]1.[Cl:32][C:33]1[CH:34]=[CH:35][C:36]([O:42][CH2:43][CH2:44][CH2:45][NH:46][C:47](=[O:50])[CH2:48][CH3:49])=[C:37]([CH:41]=1)[C:38](O)=[O:39]. Given the product [Cl:32][C:33]1[CH:34]=[CH:35][C:36]([O:42][CH2:43][CH2:44][CH2:45][NH:46][C:47](=[O:50])[CH2:48][CH3:49])=[C:37]([CH:41]=1)[C:38]([NH:1][CH:2]1[C:8](=[O:9])[NH:7][C:6]2[CH:19]=[CH:20][CH:21]=[CH:22][C:5]=2[C:4]([C:23]2[C:28]([Cl:29])=[CH:27][C:26]([Cl:30])=[CH:25][C:24]=2[Cl:31])=[N:3]1)=[O:39], predict the reactants needed to synthesize it.